The task is: Predict the reaction yield, written as a fraction of the theoretical maximum amount of product (1.0 means a 100% yield; for example, 0.34 means a 34% yield).. This data is from Reaction yield outcomes from USPTO patents with 853,638 reactions. (1) The reactants are [CH3:1][C:2]1[CH:3]=[CH:4][CH:5]=[C:6]2[C:11]=1[C:10](=[O:12])[N:9]([C:13]1[CH:18]=[CH:17][CH:16]=[CH:15][C:14]=1[CH3:19])[C:8]([CH2:20][N:21]([CH3:37])[C:22]1[N:30]=[CH:29][N:28]=[C:27]3[C:23]=1[N:24]=[CH:25][N:26]3C1CCCCO1)=[CH:7]2.C([O-])(O)=O.[Na+]. The catalyst is CO. The product is [CH3:1][C:2]1[CH:3]=[CH:4][CH:5]=[C:6]2[C:11]=1[C:10](=[O:12])[N:9]([C:13]1[CH:18]=[CH:17][CH:16]=[CH:15][C:14]=1[CH3:19])[C:8]([CH2:20][N:21]([CH3:37])[C:22]1[N:30]=[CH:29][N:28]=[C:27]3[C:23]=1[N:24]=[CH:25][NH:26]3)=[CH:7]2. The yield is 0.540. (2) The reactants are Cl.[NH2:2][C:3]1[CH:8]=[CH:7][C:6]([N:9]2[C:18](=[O:19])[C:17]3[C:12](=[CH:13][C:14](F)=[C:15]([F:20])[CH:16]=3)[NH:11][C:10]2=[O:22])=[CH:5][CH:4]=1.[CH3:23][NH2:24]. The catalyst is CS(C)=O. The product is [NH2:2][C:3]1[CH:8]=[CH:7][C:6]([N:9]2[C:18](=[O:19])[C:17]3[C:12](=[CH:13][C:14]([NH:24][CH3:23])=[C:15]([F:20])[CH:16]=3)[NH:11][C:10]2=[O:22])=[CH:5][CH:4]=1. The yield is 0.765. (3) The reactants are [CH3:1][C@@H:2]1[CH2:7][N:6]([C:8]2[C:21]([CH:22]=O)=[CH:20][C:11]3[C:12]([C:15]([O:17][CH2:18][CH3:19])=[O:16])=[N:13][O:14][C:10]=3[C:9]=2[F:24])[CH2:5][C@H:4]([CH3:25])[O:3]1.[NH:26]1[C:33](=[O:34])[CH2:32][C:30](=[O:31])[NH:29][C:27]1=[O:28]. The catalyst is C(O)C. The product is [F:24][C:9]1[C:10]2[O:14][N:13]=[C:12]([C:15]([O:17][CH2:18][CH3:19])=[O:16])[C:11]=2[CH:20]=[C:21]2[C:8]=1[N:6]1[CH2:5][C@@H:4]([CH3:25])[O:3][C@@H:2]([CH3:1])[C@@H:7]1[C:32]1([C:30](=[O:31])[NH:29][C:27](=[O:28])[NH:26][C:33]1=[O:34])[CH2:22]2. The yield is 0.760. (4) The reactants are CC(OI1(OC(C)=O)(OC(C)=O)OC(=O)C2C=CC=CC1=2)=O.[N:23]([CH:26]1[CH:32]([OH:33])[CH2:31][CH2:30][N:29]([C:34]([O:36][CH2:37][C:38]2[CH:43]=[CH:42][CH:41]=[CH:40][CH:39]=2)=[O:35])[CH2:28][CH2:27]1)=[N+:24]=[N-:25]. The catalyst is C(Cl)Cl. The product is [N:23]([CH:26]1[C:32](=[O:33])[CH2:31][CH2:30][N:29]([C:34]([O:36][CH2:37][C:38]2[CH:43]=[CH:42][CH:41]=[CH:40][CH:39]=2)=[O:35])[CH2:28][CH2:27]1)=[N+:24]=[N-:25]. The yield is 0.840. (5) The reactants are [H-].[Na+].[C:3](=[O:10])([O:7][CH2:8][CH3:9])OCC.[H-].[Na+].C1COCC1.[CH3:18][O:19][C:20]1[CH:21]=[C:22]2[C:27](=[CH:28][CH:29]=1)[C:26](=[O:30])[CH2:25][CH2:24][CH2:23]2. The catalyst is C1COCC1.CCOCC.CC(O)=O. The product is [CH2:8]([O:7][C:3]([CH:25]1[CH2:24][CH2:23][C:22]2[C:27](=[CH:28][CH:29]=[C:20]([O:19][CH3:18])[CH:21]=2)[C:26]1=[O:30])=[O:10])[CH3:9]. The yield is 0.918. (6) The product is [F:16][C:2]([F:1])([F:15])[C:3]([C:4]1[O:9][CH:8]=[CH:7][C:6](=[O:11])[CH:5]=1)([CH3:13])[CH3:14]. The catalyst is C1(C)C=CC=CC=1. The yield is 0.739. The reactants are [F:1][C:2]([F:16])([F:15])[C:3]([CH3:14])([CH3:13])/[C:4](/O)=[CH:5]/[C:6](=[O:11])/[CH:7]=[CH:8]/[O:9]C.C(O)(C(F)(F)F)=O. (7) The reactants are [CH3:1][O:2][C:3]1[CH:27]=[CH:26][C:6]([CH2:7][N:8]2[C:12]3[N:13]=[CH:14][CH:15]=[C:16]([NH:17][CH2:18][CH2:19][N:20]4[CH2:25][CH2:24][O:23][CH2:22][CH2:21]4)[C:11]=3[CH:10]=[N:9]2)=[CH:5][CH:4]=1.[H-].[Na+].F[C:31]1[CH:36]=[CH:35][C:34]([N+:37]([O-:39])=[O:38])=[CH:33][C:32]=1[F:40]. The catalyst is CN(C=O)C.CCOC(C)=O. The product is [CH3:1][O:2][C:3]1[CH:4]=[CH:5][C:6]([CH2:7][N:8]2[C:12]3[N:13]=[CH:14][CH:15]=[C:16]([N:17]([C:31]4[CH:36]=[CH:35][C:34]([N+:37]([O-:39])=[O:38])=[CH:33][C:32]=4[F:40])[CH2:18][CH2:19][N:20]4[CH2:21][CH2:22][O:23][CH2:24][CH2:25]4)[C:11]=3[CH:10]=[N:9]2)=[CH:26][CH:27]=1. The yield is 0.800. (8) The reactants are FC(F)(F)C([N:5]([C@@H:13]1[CH2:15][C@H:14]1[C:16]1[CH:21]=[CH:20][CH:19]=[CH:18][CH:17]=1)[CH2:6][CH:7]1[CH2:12][CH2:11][NH:10][CH2:9][CH2:8]1)=O.[CH:24]([C:26]1[CH:31]=[CH:30][C:29]([NH:32][C:33](=[O:35])[CH3:34])=[CH:28][CH:27]=1)=O.[B-]C#N.[Na+].C(C#N)(C)=O.Cl.O1CCOCC1. The catalyst is CO.C(#N)C.C(O)=O.O. The product is [C:16]1([C@@H:14]2[CH2:15][C@H:13]2[NH:5][CH2:6][CH:7]2[CH2:8][CH2:9][N:10]([CH2:24][C:26]3[CH:27]=[CH:28][C:29]([NH:32][C:33](=[O:35])[CH3:34])=[CH:30][CH:31]=3)[CH2:11][CH2:12]2)[CH:17]=[CH:18][CH:19]=[CH:20][CH:21]=1. The yield is 0.193. (9) The reactants are [CH2:1]([O:4][C:5]1[C:6]([C:15](=O)[CH3:16])=[CH:7][C:8]2[CH2:9][CH2:10][CH2:11][CH2:12][C:13]=2[CH:14]=1)[CH2:2][CH3:3].Cl.[NH2:19][OH:20].N1C=CC=CC=1. The catalyst is C(Cl)(Cl)Cl.CO. The product is [CH2:1]([O:4][C:5]1[C:6]([C:15](=[N:19][OH:20])[CH3:16])=[CH:7][C:8]2[CH2:9][CH2:10][CH2:11][CH2:12][C:13]=2[CH:14]=1)[CH2:2][CH3:3]. The yield is 0.940. (10) The reactants are [CH3:1][C:2]1[CH:3]([C:10]2[CH:17]=[CH:16][CH:15]=[CH:14][C:11]=2[CH2:12][OH:13])[C:4]([CH3:9])=[C:5]([CH3:8])[C:6]=1[CH3:7].[CH3:18][N-:19][CH3:20].[CH3:21][N-:22][CH3:23].C[N-]C.C[N-]C.[Ti+4:30]. The catalyst is C1(C)C=CC=CC=1. The product is [CH3:18][N-:19][CH3:20].[CH3:21][N-:22][CH3:23].[CH3:1][C:2]1[CH:3]([C:10]2[CH:17]=[CH:16][CH:15]=[CH:14][C:11]=2[CH2:12][O:13][Ti+2:30])[C:4]([CH3:9])=[C:5]([CH3:8])[C:6]=1[CH3:7]. The yield is 0.833.